Dataset: Forward reaction prediction with 1.9M reactions from USPTO patents (1976-2016). Task: Predict the product of the given reaction. Given the reactants [Cl:1][C:2]1[C:3]([NH:26][C:27]2[CH:32]=[CH:31][CH:30]=[CH:29][C:28]=2[S:33]([CH:36]([CH3:38])[CH3:37])(=[O:35])=[O:34])=[N:4][C:5]([NH:8][C:9]2[CH:14]=[C:13]([CH3:15])[C:12]([CH:16]3[CH2:21][CH2:20][NH:19][CH2:18][CH2:17]3)=[CH:11][C:10]=2[O:22][CH:23]([CH3:25])[CH3:24])=[N:6][CH:7]=1.Br[CH2:40][CH2:41][OH:42], predict the reaction product. The product is: [Cl:1][C:2]1[C:3]([NH:26][C:27]2[CH:32]=[CH:31][CH:30]=[CH:29][C:28]=2[S:33]([CH:36]([CH3:38])[CH3:37])(=[O:35])=[O:34])=[N:4][C:5]([NH:8][C:9]2[C:10]([O:22][CH:23]([CH3:25])[CH3:24])=[CH:11][C:12]([CH:16]3[CH2:21][CH2:20][N:19]([CH2:40][CH2:41][OH:42])[CH2:18][CH2:17]3)=[C:13]([CH3:15])[CH:14]=2)=[N:6][CH:7]=1.